From a dataset of Reaction yield outcomes from USPTO patents with 853,638 reactions. Predict the reaction yield, written as a fraction of the theoretical maximum amount of product (1.0 means a 100% yield; for example, 0.34 means a 34% yield). The reactants are [Cl:1][C:2]1[CH:7]=[CH:6][CH:5]=[CH:4][N:3]=1.[Li+].CC([N-]C(C)C)C.[CH:16](=[O:18])[CH3:17].O. The catalyst is C1COCC1. The product is [Cl:1][C:2]1[C:7]([CH:16]([OH:18])[CH3:17])=[CH:6][CH:5]=[CH:4][N:3]=1. The yield is 0.380.